From a dataset of Full USPTO retrosynthesis dataset with 1.9M reactions from patents (1976-2016). Predict the reactants needed to synthesize the given product. (1) The reactants are: [NH:1]1[C:9]2[C:4](=[CH:5][C:6]([NH:10][C:11]3[C:20]4[C:15](=[CH:16][CH:17]=[CH:18][CH:19]=4)[N:14]=[C:13]([C:21]4[CH:22]=[C:23]([CH:29]=[CH:30][CH:31]=4)[O:24][CH2:25][C:26](O)=[O:27])[N:12]=3)=[CH:7][CH:8]=2)[CH:3]=[N:2]1.C1CN([P+](ON2N=NC3C=CC=CC2=3)(N2CCCC2)N2CCCC2)CC1.F[P-](F)(F)(F)(F)F.CCN(C(C)C)C(C)C.[CH3:74][O:75][CH2:76][CH2:77][NH2:78]. Given the product [NH:1]1[C:9]2[C:4](=[CH:5][C:6]([NH:10][C:11]3[C:20]4[C:15](=[CH:16][CH:17]=[CH:18][CH:19]=4)[N:14]=[C:13]([C:21]4[CH:22]=[C:23]([CH:29]=[CH:30][CH:31]=4)[O:24][CH2:25][C:26]([NH:78][CH2:77][CH2:76][O:75][CH3:74])=[O:27])[N:12]=3)=[CH:7][CH:8]=2)[CH:3]=[N:2]1, predict the reactants needed to synthesize it. (2) Given the product [C:12]([CH:9]1[CH2:10][CH2:11][C:6]([C:4]([OH:5])=[O:3])([N:19]2[CH2:20][CH2:21][NH:22][CH2:23][CH2:24]2)[CH2:7][CH2:8]1)([O:14][C:15]([CH3:18])([CH3:17])[CH3:16])=[O:13], predict the reactants needed to synthesize it. The reactants are: C([O:3][C:4]([C:6]1([N:19]2[CH2:24][CH2:23][NH:22][CH2:21][CH2:20]2)[CH2:11][CH2:10][CH:9]([C:12]([O:14][C:15]([CH3:18])([CH3:17])[CH3:16])=[O:13])[CH2:8][CH2:7]1)=[O:5])C.[OH-].[K+].Cl. (3) Given the product [CH3:10][O:9][C:8]1[N:7]=[CH:6][C:5]([N:11]2[CH2:16][CH2:15][O:14][C:13]3[CH:17]=[CH:18][C:19]([O:21][C@H:22]4[CH2:26][CH2:25][N:24]([CH2:27][CH:28]5[CH2:29][CH2:30][NH:31][CH2:32][CH2:33]5)[CH2:23]4)=[CH:20][C:12]2=3)=[CH:4][C:3]=1[C:1]#[N:2], predict the reactants needed to synthesize it. The reactants are: [C:1]([C:3]1[CH:4]=[C:5]([N:11]2[CH2:16][CH2:15][O:14][C:13]3[CH:17]=[CH:18][C:19]([O:21][C@H:22]4[CH2:26][CH2:25][N:24]([CH2:27][CH:28]5[CH2:33][CH2:32][N:31](C(OC(C)(C)C)=O)[CH2:30][CH2:29]5)[CH2:23]4)=[CH:20][C:12]2=3)[CH:6]=[N:7][C:8]=1[O:9][CH3:10])#[N:2].C(O)(C(F)(F)F)=O. (4) Given the product [Cl:26][C:23]1[CH:24]=[C:25]2[C:20](=[CH:21][CH:22]=1)[N:19]([S:27]([C:30]1[CH:35]=[CH:34][C:33]([O:36][CH3:37])=[CH:32][C:31]=1[O:38][C:39]([F:40])([F:42])[F:41])(=[O:28])=[O:29])[C:18](=[O:43])[C:17]2([N:44]1[CH2:53][C@H:52]([OH:54])[CH2:51][C@H:45]1[C:46]([N:48]([CH3:49])[CH3:50])=[O:47])[C:15]1[CH:16]=[C:11]([CH2:10][CH2:9][OH:8])[CH:12]=[CH:13][C:14]=1[O:55][CH3:56], predict the reactants needed to synthesize it. The reactants are: [Si]([O:8][CH2:9][CH2:10][C:11]1[CH:12]=[CH:13][C:14]([O:55][CH3:56])=[C:15]([C:17]2([N:44]3[CH2:53][C@H:52]([OH:54])[CH2:51][C@H:45]3[C:46]([N:48]([CH3:50])[CH3:49])=[O:47])[C:25]3[C:20](=[CH:21][CH:22]=[C:23]([Cl:26])[CH:24]=3)[N:19]([S:27]([C:30]3[CH:35]=[CH:34][C:33]([O:36][CH3:37])=[CH:32][C:31]=3[O:38][C:39]([F:42])([F:41])[F:40])(=[O:29])=[O:28])[C:18]2=[O:43])[CH:16]=1)(C(C)(C)C)(C)C.CCCC[N+](CCCC)(CCCC)CCCC.[F-].C1COCC1.O. (5) Given the product [NH2:1][C:2]1[C:10]2[C:5](=[N:6][C:7]([CH3:15])=[CH:8][C:9]=2[C:11]([F:12])([F:13])[F:14])[S:4][C:3]=1[C:16]([NH:61][CH2:60][CH2:59][CH2:58][C:52]1[CH:57]=[CH:56][CH:55]=[CH:54][CH:53]=1)=[O:18], predict the reactants needed to synthesize it. The reactants are: [NH2:1][C:2]1[C:10]2[C:5](=[N:6][C:7]([CH3:15])=[CH:8][C:9]=2[C:11]([F:14])([F:13])[F:12])[S:4][C:3]=1[C:16]([OH:18])=O.CN(C(ON1N=NC2C=CC=NC1=2)=[N+](C)C)C.F[P-](F)(F)(F)(F)F.CCN(C(C)C)C(C)C.[C:52]1([CH2:58][CH2:59][CH2:60][NH2:61])[CH:57]=[CH:56][CH:55]=[CH:54][CH:53]=1. (6) Given the product [CH3:25][O:26][C:27]1[CH:36]=[CH:35][C:34]2[C:33]3[C:32](=[C:38]([C:39]([F:41])([F:40])[F:42])[N:3]4[N:4]=[CH:5][C:6]([C:7]([N:9]5[CH2:14][CH2:13][N:12]([C@H:15]([C:18]6[CH:23]=[CH:22][CH:21]=[CH:20][CH:19]=6)[CH2:16][OH:17])[CH2:11][C@H:10]5[CH3:24])=[O:8])=[C:2]4[N:1]=3)[CH2:31][CH2:30][C:29]=2[CH:28]=1, predict the reactants needed to synthesize it. The reactants are: [NH2:1][C:2]1[C:6]([C:7]([N:9]2[CH2:14][CH2:13][N:12]([C@H:15]([C:18]3[CH:23]=[CH:22][CH:21]=[CH:20][CH:19]=3)[CH2:16][OH:17])[CH2:11][C@H:10]2[CH3:24])=[O:8])=[CH:5][NH:4][N:3]=1.[CH3:25][O:26][C:27]1[CH:28]=[C:29]2[C:34](=[CH:35][CH:36]=1)[C:33](=O)[CH:32]([C:38](=O)[C:39]([F:42])([F:41])[F:40])[CH2:31][CH2:30]2.CO.